Dataset: Catalyst prediction with 721,799 reactions and 888 catalyst types from USPTO. Task: Predict which catalyst facilitates the given reaction. Reactant: Br[C:2]1[N:3]=[C:4]([C:23]#[CH:24])[C:5]([N:8]([C:16]([O:18][C:19]([CH3:22])([CH3:21])[CH3:20])=[O:17])[C:9](=[O:15])[O:10][C:11]([CH3:14])([CH3:13])[CH3:12])=[N:6][CH:7]=1.CC1(C)C(C)(C)OB([C:33]2[CH:38]=[CH:37][C:36]([S:39]([CH:42]3[CH2:47][CH2:46][CH2:45][N:44]([C:48]([O:50][C:51]([CH3:54])([CH3:53])[CH3:52])=[O:49])[CH2:43]3)(=[O:41])=[O:40])=[CH:35][CH:34]=2)O1.[O-]P([O-])([O-])=O.[K+].[K+].[K+]. Product: [C:11]([O:10][C:9]([N:8]([C:16]([O:18][C:19]([CH3:22])([CH3:21])[CH3:20])=[O:17])[C:5]1[N:6]=[CH:7][C:2]([C:33]2[CH:38]=[CH:37][C:36]([S:39]([CH:42]3[CH2:47][CH2:46][CH2:45][N:44]([C:48]([O:50][C:51]([CH3:54])([CH3:53])[CH3:52])=[O:49])[CH2:43]3)(=[O:41])=[O:40])=[CH:35][CH:34]=2)=[N:3][C:4]=1[C:23]#[CH:24])=[O:15])([CH3:14])([CH3:13])[CH3:12]. The catalyst class is: 144.